Dataset: Reaction yield outcomes from USPTO patents with 853,638 reactions. Task: Predict the reaction yield, written as a fraction of the theoretical maximum amount of product (1.0 means a 100% yield; for example, 0.34 means a 34% yield). The product is [Cl:1][C:2]1[N:3]=[C:4]([N:13]2[CH2:18][CH2:17][O:16][CH2:15][CH2:14]2)[C:5]2[N:10]([CH3:11])[CH:9]=[CH:8][C:6]=2[N:7]=1. The catalyst is CN(C)C=O.C(OCC)C.C(OCC)(=O)C. The yield is 0.940. The reactants are [Cl:1][C:2]1[N:3]=[C:4](Cl)[C:5]2[N:10]([CH3:11])[CH:9]=[CH:8][C:6]=2[N:7]=1.[NH:13]1[CH2:18][CH2:17][O:16][CH2:15][CH2:14]1.C(N(CC)C(C)C)(C)C.